From a dataset of Forward reaction prediction with 1.9M reactions from USPTO patents (1976-2016). Predict the product of the given reaction. (1) Given the reactants [C:1]1([CH2:7][CH2:8][NH2:9])[CH:6]=[CH:5][CH:4]=[CH:3][CH:2]=1.C(=O)(O)[O-].[Na+].[Cl:15][CH2:16][C:17](Cl)=[O:18].O, predict the reaction product. The product is: [Cl:15][CH2:16][C:17]([NH:9][CH2:8][CH2:7][C:1]1[CH:6]=[CH:5][CH:4]=[CH:3][CH:2]=1)=[O:18]. (2) The product is: [CH2:21]([NH:28][S:17]([C:15]1[CH:14]=[CH:13][C:11]2[N:12]=[C:8]([C:3]3[C:4]([CH3:7])=[N:5][NH:6][C:2]=3[NH2:1])[S:9][C:10]=2[CH:16]=1)(=[O:19])=[O:18])[C:22]1[CH:27]=[CH:26][CH:25]=[CH:24][CH:23]=1. Given the reactants [NH2:1][C:2]1[NH:6][N:5]=[C:4]([CH3:7])[C:3]=1[C:8]1[S:9][C:10]2[CH:16]=[C:15]([S:17](Cl)(=[O:19])=[O:18])[CH:14]=[CH:13][C:11]=2[N:12]=1.[CH2:21]([NH2:28])[C:22]1[CH:27]=[CH:26][CH:25]=[CH:24][CH:23]=1.CN1CCOCC1, predict the reaction product. (3) The product is: [Br:1][C:2]1[S:6][C:5]([C:7]2[NH:11][C:10]3[C:12]([OH:19])=[CH:13][CH:14]=[C:15]([C:16]([NH:20][C@H:21]4[CH2:26][CH2:25][CH2:24][N:23]([C:27]([O:29][C:30]([CH3:33])([CH3:32])[CH3:31])=[O:28])[CH2:22]4)=[O:18])[C:9]=3[N:8]=2)=[CH:4][CH:3]=1. Given the reactants [Br:1][C:2]1[S:6][C:5]([C:7]2[NH:11][C:10]3[C:12]([OH:19])=[CH:13][CH:14]=[C:15]([C:16]([OH:18])=O)[C:9]=3[N:8]=2)=[CH:4][CH:3]=1.[NH2:20][C@H:21]1[CH2:26][CH2:25][CH2:24][N:23]([C:27]([O:29][C:30]([CH3:33])([CH3:32])[CH3:31])=[O:28])[CH2:22]1, predict the reaction product. (4) Given the reactants [NH2:1][C:2]1[S:3][C:4]2[C:10]([O:11][CH3:12])=[C:9]([Br:13])[CH:8]=[C:7]([O:14]C)[C:5]=2[N:6]=1.B(Br)(Br)Br, predict the reaction product. The product is: [NH2:1][C:2]1[S:3][C:4]2[C:10]([O:11][CH3:12])=[C:9]([Br:13])[CH:8]=[C:7]([OH:14])[C:5]=2[N:6]=1.